From a dataset of Merck oncology drug combination screen with 23,052 pairs across 39 cell lines. Regression. Given two drug SMILES strings and cell line genomic features, predict the synergy score measuring deviation from expected non-interaction effect. Drug 1: CN(C)C(=N)N=C(N)N. Drug 2: Cn1cc(-c2cnn3c(N)c(Br)c(C4CCCNC4)nc23)cn1. Cell line: HCT116. Synergy scores: synergy=-0.00992.